Dataset: Reaction yield outcomes from USPTO patents with 853,638 reactions. Task: Predict the reaction yield, written as a fraction of the theoretical maximum amount of product (1.0 means a 100% yield; for example, 0.34 means a 34% yield). (1) The reactants are [NH2:1][CH2:2][CH2:3][C:4]1[N:5]([CH:28]([C:35]2[CH:40]=[CH:39][CH:38]=[CH:37][CH:36]=2)[C:29]2[CH:34]=[CH:33][CH:32]=[CH:31][CH:30]=2)[C:6]2[C:11]([C:12]=1[CH2:13][CH2:14][O:15][C:16]1[CH:25]=[CH:24][C:19]([C:20]([O:22]C)=[O:21])=[C:18]([F:26])[CH:17]=1)=[CH:10][C:9]([Cl:27])=[CH:8][CH:7]=2.[Cl:41][C:42]1[CH:47]=[CH:46][CH:45]=[CH:44][C:43]=1[S:48](Cl)(=[O:50])=[O:49]. No catalyst specified. The yield is 0.730. The product is [CH:28]([N:5]1[C:6]2[C:11](=[CH:10][C:9]([Cl:27])=[CH:8][CH:7]=2)[C:12]([CH2:13][CH2:14][O:15][C:16]2[CH:25]=[CH:24][C:19]([C:20]([OH:22])=[O:21])=[C:18]([F:26])[CH:17]=2)=[C:4]1[CH2:3][CH2:2][NH:1][S:48]([C:43]1[CH:44]=[CH:45][CH:46]=[CH:47][C:42]=1[Cl:41])(=[O:50])=[O:49])([C:35]1[CH:40]=[CH:39][CH:38]=[CH:37][CH:36]=1)[C:29]1[CH:30]=[CH:31][CH:32]=[CH:33][CH:34]=1. (2) The reactants are CC1C=CC(S(O[CH2:12][CH:13]2[CH2:17][C:16]3[CH:18]=[CH:19][CH:20]=[C:21]([C:22]4[CH:27]=[CH:26][C:25]([F:28])=[CH:24][C:23]=4[F:29])[C:15]=3[O:14]2)(=O)=O)=CC=1.[N-:30]=[N+:31]=[N-:32].[Na+].N(CC1CC2C=C(Cl)C=C(C3C=CSC=3)C=2O1)=[N+]=[N-]. No catalyst specified. The product is [F:29][C:23]1[CH:24]=[C:25]([F:28])[CH:26]=[CH:27][C:22]=1[C:21]1[C:15]2[O:14][CH:13]([CH2:12][N:30]=[N+:31]=[N-:32])[CH2:17][C:16]=2[CH:18]=[CH:19][CH:20]=1. The yield is 0.980. (3) The reactants are [Cl:1][C:2]1[C:3]([O:12][C:13]2[CH:18]=[C:17]([OH:19])[CH:16]=[CH:15][C:14]=2/[CH:20]=[CH:21]/[C:22]([O:24][CH2:25][CH3:26])=[O:23])=[N:4][CH:5]=[C:6]([C:8]([F:11])([F:10])[F:9])[CH:7]=1.C(=O)([O-])[O-].[K+].[K+].[I-].[Na+].[CH3:35][C:36]1([O:39][CH2:38]1)[CH3:37].Cl. The catalyst is CN(C)C=O. The product is [Cl:1][C:2]1[C:3]([O:12][C:13]2[CH:18]=[C:17]([O:19][CH2:35][C:36]([OH:39])([CH3:38])[CH3:37])[CH:16]=[CH:15][C:14]=2/[CH:20]=[CH:21]/[C:22]([O:24][CH2:25][CH3:26])=[O:23])=[N:4][CH:5]=[C:6]([C:8]([F:9])([F:11])[F:10])[CH:7]=1. The yield is 0.780. (4) The reactants are [CH:1]([C:3]1[CH:4]=[C:5]([CH:10]=[CH:11][CH:12]=1)[C:6]([O:8][CH3:9])=[O:7])=O.C(O)(=O)[CH2:14][C:15]([OH:17])=[O:16].N1CCCCC1. The catalyst is N1C=CC=CC=1. The product is [CH3:9][O:8][C:6]([C:5]1[CH:4]=[C:3](/[CH:1]=[CH:14]/[C:15]([OH:17])=[O:16])[CH:12]=[CH:11][CH:10]=1)=[O:7]. The yield is 0.760. (5) The reactants are [F:1][C:2]1[C:7]([F:8])=[C:6]([F:9])[C:5]([F:10])=[C:4]([F:11])[C:3]=1[OH:12].[C:13]([CH2:15][C:16](O)=[O:17])#[N:14].C1CCC(N=C=NC2CCCCC2)CC1. The catalyst is C(Cl)Cl. The product is [C:13]([CH2:15][C:16]([O:12][C:3]1[C:2]([F:1])=[C:7]([F:8])[C:6]([F:9])=[C:5]([F:10])[C:4]=1[F:11])=[O:17])#[N:14]. The yield is 0.940. (6) The reactants are [NH2:1][C:2]1[CH:3]=[C:4]([C:8]2[C:16]([C:17]3[CH:22]=[CH:21][N:20]=[C:19]([NH:23][C:24]4[CH:29]=[CH:28][CH:27]=[C:26]([O:30][CH2:31][CH2:32][N:33]5[CH2:37][CH2:36][CH2:35][CH2:34]5)[CH:25]=4)[N:18]=3)=[C:11]3[CH:12]=[CH:13][CH:14]=[CH:15][N:10]3[N:9]=2)[CH:5]=[CH:6][CH:7]=1.[S:38]1[CH:42]=[CH:41][CH:40]=[C:39]1[CH2:43][C:44](Cl)=[O:45]. No catalyst specified. The product is [N:33]1([CH2:32][CH2:31][O:30][C:26]2[CH:25]=[C:24]([NH:23][C:19]3[N:18]=[C:17]([C:16]4[C:8]([C:4]5[CH:3]=[C:2]([NH:1][C:44](=[O:45])[CH2:43][C:39]6[S:38][CH:42]=[CH:41][CH:40]=6)[CH:7]=[CH:6][CH:5]=5)=[N:9][N:10]5[CH:15]=[CH:14][CH:13]=[CH:12][C:11]=45)[CH:22]=[CH:21][N:20]=3)[CH:29]=[CH:28][CH:27]=2)[CH2:34][CH2:35][CH2:36][CH2:37]1. The yield is 0.440. (7) The reactants are [CH:1]1([N:5]2[CH2:10][CH2:9][CH:8]([O:11][C:12]3[CH:17]=[CH:16][C:15]([C:18]4([C:24](=[S:26])[NH2:25])[CH2:23][CH2:22][O:21][CH2:20][CH2:19]4)=[CH:14][CH:13]=3)[CH2:7][CH2:6]2)[CH2:4][CH2:3][CH2:2]1.Cl[CH2:28][C:29](=O)[CH3:30]. No catalyst specified. The product is [CH:1]1([N:5]2[CH2:10][CH2:9][CH:8]([O:11][C:12]3[CH:17]=[CH:16][C:15]([C:18]4([C:24]5[S:26][CH:28]=[C:29]([CH3:30])[N:25]=5)[CH2:23][CH2:22][O:21][CH2:20][CH2:19]4)=[CH:14][CH:13]=3)[CH2:7][CH2:6]2)[CH2:2][CH2:3][CH2:4]1. The yield is 0.830.